Dataset: Forward reaction prediction with 1.9M reactions from USPTO patents (1976-2016). Task: Predict the product of the given reaction. (1) The product is: [OH:6][C@@H:5]([CH2:4][OH:3])[CH2:7][O:8][C:9]1[N:14]=[C:13]([NH:15][C:16]([N:18]2[C@@H:24]3[CH2:25][N:21]([CH2:22][CH2:23]3)[C:20]3[CH:26]=[CH:27][C:28]([C:30]4[CH:35]=[CH:34][CH:33]=[C:32]([C:36]([F:37])([F:39])[F:38])[CH:31]=4)=[N:29][C:19]2=3)=[O:17])[CH:12]=[CH:11][N:10]=1. Given the reactants CC1(C)[O:6][C@H:5]([CH2:7][O:8][C:9]2[N:14]=[C:13]([NH:15][C:16]([N:18]3[C@@H:24]4[CH2:25][N:21]([CH2:22][CH2:23]4)[C:20]4[CH:26]=[CH:27][C:28]([C:30]5[CH:35]=[CH:34][CH:33]=[C:32]([C:36]([F:39])([F:38])[F:37])[CH:31]=5)=[N:29][C:19]3=4)=[O:17])[CH:12]=[CH:11][N:10]=2)[CH2:4][O:3]1.Cl.O1CCOCC1, predict the reaction product. (2) Given the reactants [F:1][C:2]1[C:7]([O:8][C:9]2[C:14]3=[C:15]([CH3:19])[C:16]([OH:18])=[CH:17][N:13]3[N:12]=[CH:11][N:10]=2)=[CH:6][N:5]=[C:4]2[NH:20][CH:21]=[CH:22][C:3]=12.[CH3:23][C:24]([OH:27])(C)[CH3:25], predict the reaction product. The product is: [F:1][C:2]1[C:7]([O:8][C:9]2[C:14]3=[C:15]([CH3:19])[C:16]([O:18][CH2:23][C@H:24]([OH:27])[CH3:25])=[CH:17][N:13]3[N:12]=[CH:11][N:10]=2)=[CH:6][N:5]=[C:4]2[NH:20][CH:21]=[CH:22][C:3]=12. (3) Given the reactants O.[CH:2]1[CH:7]=[CH:6][CH:5]=[CH:4][CH:3]=1.[CH:8](O)([CH3:10])[CH3:9], predict the reaction product. The product is: [C:2]1([CH:8]([CH3:10])[CH3:9])[CH:7]=[CH:6][CH:5]=[CH:4][CH:3]=1. (4) Given the reactants C[O:2][C:3](=[O:21])[CH:4]([C:11]1[CH:16]=[CH:15][C:14]([Cl:17])=[C:13]([N+:18]([O-:20])=[O:19])[CH:12]=1)[CH2:5][CH:6]1[CH2:10][CH2:9][CH2:8][CH2:7]1.[OH-].[Li+], predict the reaction product. The product is: [Cl:17][C:14]1[CH:15]=[CH:16][C:11]([CH:4]([CH2:5][CH:6]2[CH2:10][CH2:9][CH2:8][CH2:7]2)[C:3]([OH:21])=[O:2])=[CH:12][C:13]=1[N+:18]([O-:20])=[O:19]. (5) Given the reactants [OH-].[Li+].[Br:3][C:4]1[N:5]([C:26]2[C:35]3[C:30](=[CH:31][CH:32]=[CH:33][CH:34]=3)[C:29]([CH:36]3[CH2:38][CH2:37]3)=[CH:28][CH:27]=2)[C:6]([S:9][CH2:10][C:11]([NH:13][CH:14]([CH2:19][C:20]2[CH:25]=[CH:24][CH:23]=[CH:22][CH:21]=2)[C:15]([O:17]C)=[O:16])=[O:12])=[N:7][N:8]=1, predict the reaction product. The product is: [Br:3][C:4]1[N:5]([C:26]2[C:35]3[C:30](=[CH:31][CH:32]=[CH:33][CH:34]=3)[C:29]([CH:36]3[CH2:38][CH2:37]3)=[CH:28][CH:27]=2)[C:6]([S:9][CH2:10][C:11]([NH:13][CH:14]([CH2:19][C:20]2[CH:25]=[CH:24][CH:23]=[CH:22][CH:21]=2)[C:15]([OH:17])=[O:16])=[O:12])=[N:7][N:8]=1. (6) Given the reactants C(OC([N:8]1[CH2:13][CH2:12][C:11]([CH2:44][O:45][C:46]2[CH:51]=[CH:50][C:49]([N:52]3[CH2:56][C@H:55]([CH2:57][NH:58][C:59](=[O:61])[CH3:60])[O:54][C:53]3=[O:62])=[CH:48][C:47]=2[F:63])([O:14][C:15](=[O:43])[CH:16]([NH:32][C:33]([O:35][CH2:36][C:37]2[CH:42]=[CH:41][CH:40]=[CH:39][CH:38]=2)=[O:34])[CH2:17][CH2:18][CH2:19][CH2:20][NH:21][C:22]([O:24][CH2:25][C:26]2[CH:31]=[CH:30][CH:29]=[CH:28][CH:27]=2)=[O:23])[CH2:10][CH2:9]1)=O)(C)(C)C.[ClH:64], predict the reaction product. The product is: [ClH:64].[C:59]([NH:58][CH2:57][C@@H:55]1[O:54][C:53](=[O:62])[N:52]([C:49]2[CH:50]=[CH:51][C:46]([O:45][CH2:44][C:11]3([O:14][C:15](=[O:43])[CH:16]([NH:32][C:33]([O:35][CH2:36][C:37]4[CH:42]=[CH:41][CH:40]=[CH:39][CH:38]=4)=[O:34])[CH2:17][CH2:18][CH2:19][CH2:20][NH:21][C:22]([O:24][CH2:25][C:26]4[CH:27]=[CH:28][CH:29]=[CH:30][CH:31]=4)=[O:23])[CH2:10][CH2:9][NH:8][CH2:13][CH2:12]3)=[C:47]([F:63])[CH:48]=2)[CH2:56]1)(=[O:61])[CH3:60]. (7) Given the reactants [Br:1][C:2]1[CH:3]=[N:4][CH:5]=[C:6]([CH:10]=1)[C:7](O)=[O:8].S(Cl)([Cl:13])=O, predict the reaction product. The product is: [Br:1][C:2]1[CH:3]=[N:4][CH:5]=[C:6]([CH:10]=1)[C:7]([Cl:13])=[O:8].